From a dataset of Full USPTO retrosynthesis dataset with 1.9M reactions from patents (1976-2016). Predict the reactants needed to synthesize the given product. (1) Given the product [C:10]1([C@H:20]([NH:22][CH:2]2[CH2:6][CH2:5][CH:4]([C:7]([OH:9])=[O:8])[CH2:3]2)[CH3:21])[C:19]2[C:14](=[CH:15][CH:16]=[CH:17][CH:18]=2)[CH:13]=[CH:12][CH:11]=1, predict the reactants needed to synthesize it. The reactants are: O=[C:2]1[CH2:6][CH2:5][CH:4]([C:7]([OH:9])=[O:8])[CH2:3]1.[C:10]1([C@H:20]([NH2:22])[CH3:21])[C:19]2[C:14](=[CH:15][CH:16]=[CH:17][CH:18]=2)[CH:13]=[CH:12][CH:11]=1.CC(O)=O.[BH-](OC(C)=O)(OC(C)=O)OC(C)=O.[Na+]. (2) Given the product [CH3:24][C:18]1[C:19]([CH3:23])=[CH:20][CH:21]=[CH:22][C:17]=1[O:16][CH2:15][CH2:14][CH2:13][C:12]([N:7]1[C:8]2[C:3](=[C:2]([C:31]3[CH:32]=[CH:33][C:28]([CH2:27][OH:26])=[CH:29][CH:30]=3)[CH:11]=[CH:10][CH:9]=2)[CH2:4][CH2:5][CH2:6]1)=[O:25], predict the reactants needed to synthesize it. The reactants are: Br[C:2]1[CH:11]=[CH:10][CH:9]=[C:8]2[C:3]=1[CH2:4][CH2:5][CH2:6][N:7]2[C:12](=[O:25])[CH2:13][CH2:14][CH2:15][O:16][C:17]1[CH:22]=[CH:21][CH:20]=[C:19]([CH3:23])[C:18]=1[CH3:24].[OH:26][CH2:27][C:28]1[CH:33]=[CH:32][C:31](B(O)O)=[CH:30][CH:29]=1.C(=O)([O-])[O-].[K+].[K+].O.